Dataset: NCI-60 drug combinations with 297,098 pairs across 59 cell lines. Task: Regression. Given two drug SMILES strings and cell line genomic features, predict the synergy score measuring deviation from expected non-interaction effect. (1) Drug 1: CN(C)N=NC1=C(NC=N1)C(=O)N. Drug 2: C#CCC(CC1=CN=C2C(=N1)C(=NC(=N2)N)N)C3=CC=C(C=C3)C(=O)NC(CCC(=O)O)C(=O)O. Cell line: HOP-92. Synergy scores: CSS=-3.29, Synergy_ZIP=-0.793, Synergy_Bliss=-6.33, Synergy_Loewe=-7.41, Synergy_HSA=-6.69. (2) Drug 1: CCC(=C(C1=CC=CC=C1)C2=CC=C(C=C2)OCCN(C)C)C3=CC=CC=C3.C(C(=O)O)C(CC(=O)O)(C(=O)O)O. Drug 2: CC1C(C(CC(O1)OC2CC(OC(C2O)C)OC3=CC4=CC5=C(C(=O)C(C(C5)C(C(=O)C(C(C)O)O)OC)OC6CC(C(C(O6)C)O)OC7CC(C(C(O7)C)O)OC8CC(C(C(O8)C)O)(C)O)C(=C4C(=C3C)O)O)O)O. Cell line: NCI/ADR-RES. Synergy scores: CSS=3.75, Synergy_ZIP=-2.61, Synergy_Bliss=-2.76, Synergy_Loewe=-4.35, Synergy_HSA=-2.87.